The task is: Predict the product of the given reaction.. This data is from Forward reaction prediction with 1.9M reactions from USPTO patents (1976-2016). (1) Given the reactants Cl.Cl.[CH:3]1([N:7]2[CH2:12][CH2:11][NH:10][CH2:9][CH2:8]2)[CH2:6][CH2:5][CH2:4]1.[N+]([O-])(O)=O.CC1C=C(C)[N:20]([C:24](N)=[NH:25])N=1, predict the reaction product. The product is: [CH:3]1([N:7]2[CH2:12][CH2:11][N:10]([C:24]([NH2:25])=[NH:20])[CH2:9][CH2:8]2)[CH2:6][CH2:5][CH2:4]1. (2) The product is: [ClH:33].[ClH:33].[CH3:29][N:30]([CH3:31])[C:2]1[CH:3]=[CH:4][CH:5]=[C:6]2[C@H:14]3[C@:10]([CH3:22])([CH2:11][NH:12][CH2:13]3)[O:9][CH2:8][C:7]=12. Given the reactants Br[C:2]1[C:7]2[CH2:8][O:9][C@:10]3([CH3:22])[C@H:14]([C:6]=2[CH:5]=[CH:4][CH:3]=1)[CH2:13][N:12](C(OC(C)(C)C)=O)[CH2:11]3.CC(C)([O-])C.[Na+].[CH3:29][NH:30][CH3:31].C(Cl)[Cl:33], predict the reaction product. (3) Given the reactants [CH3:1][C:2]1[O:6][N:5]=[C:4]([NH2:7])[CH:3]=1.N1C=CC=CC=1.[C:14](O[C:14]([O:16][C:17]([CH3:20])([CH3:19])[CH3:18])=[O:15])([O:16][C:17]([CH3:20])([CH3:19])[CH3:18])=[O:15], predict the reaction product. The product is: [C:17]([O:16][C:14](=[O:15])[NH:7][C:4]1[CH:3]=[C:2]([CH3:1])[O:6][N:5]=1)([CH3:20])([CH3:19])[CH3:18]. (4) Given the reactants [CH2:1]([SnH:5]([CH2:10][CH2:11][CH2:12][CH3:13])[CH2:6][CH2:7][CH2:8][CH3:9])[CH2:2][CH2:3][CH3:4].[C:14]([Si:16]([CH3:19])([CH3:18])[CH3:17])#[CH:15], predict the reaction product. The product is: [CH3:17][Si:16]([CH3:19])([CH3:18])/[CH:14]=[CH:15]/[Sn:5]([CH2:1][CH2:2][CH2:3][CH3:4])([CH2:6][CH2:7][CH2:8][CH3:9])[CH2:10][CH2:11][CH2:12][CH3:13]. (5) Given the reactants [C:1]([O:4][CH2:5][CH:6](Cl)[O:7][CH2:8][CH3:9])(=[O:3])[CH3:2].[CH2:11]([O:13][P:14]([O:18]CC)[O:15][CH2:16][CH3:17])[CH3:12].C(OCC(P(OCC)(OCC)=O)OCC)(=O)C, predict the reaction product. The product is: [C:1]([O:4][CH:5]([P:14]([O:15][CH2:16][CH3:17])([O:13][CH2:11][CH3:12])=[O:18])[CH2:6][O:7][CH2:8][CH3:9])(=[O:3])[CH3:2]. (6) Given the reactants [Li+].[OH-].[F:3][C:4]1[CH:20]=[CH:19][C:7]([CH2:8][C:9]2[NH:13][N:12]=[C:11]([C:14]([O:16]CC)=[O:15])[CH:10]=2)=[CH:6][CH:5]=1, predict the reaction product. The product is: [F:3][C:4]1[CH:5]=[CH:6][C:7]([CH2:8][C:9]2[NH:13][N:12]=[C:11]([C:14]([OH:16])=[O:15])[CH:10]=2)=[CH:19][CH:20]=1. (7) Given the reactants [NH2:1][C:2]1[C:7]([Cl:8])=[CH:6][C:5]([CH2:9][C:10]([O:12][CH3:13])=[O:11])=[C:4]([F:14])[CH:3]=1.[S:15]1[C:19]2[CH:20]=[CH:21][CH:22]=[CH:23][C:18]=2[C:17]([C:24]([OH:26])=O)=[N:16]1.[CH:27]1C=CC2N(O)N=NC=2C=1.CCN=C=NCCCN(C)C.Cl, predict the reaction product. The product is: [Cl:8][C:7]1[C:2]([NH:1][C:24]([C:17]2[C:18]3[CH:23]=[CH:22][CH:21]=[CH:20][C:19]=3[S:15][N:16]=2)=[O:26])=[CH:3][C:4]([F:14])=[C:5]([CH2:9][C:10]([O:12][CH2:13][CH3:27])=[O:11])[CH:6]=1.